This data is from Forward reaction prediction with 1.9M reactions from USPTO patents (1976-2016). The task is: Predict the product of the given reaction. (1) Given the reactants [CH2:1]([O:5][C:6]([N:8]1[CH2:13][CH2:12][N:11]([C:14](=[O:40])[C@@H:15]([NH:21][C:22]([C:24]2[N:25]=[C:26]([C:34]3[CH:39]=[CH:38][CH:37]=[CH:36][CH:35]=3)[S:27][C:28]=2/[CH:29]=[CH:30]/[C:31]([OH:33])=[O:32])=[O:23])[CH2:16][CH2:17][C:18]([OH:20])=[O:19])[CH2:10][CH2:9]1)=[O:7])[CH2:2][CH2:3][CH3:4], predict the reaction product. The product is: [CH2:1]([O:5][C:6]([N:8]1[CH2:13][CH2:12][N:11]([C:14](=[O:40])[C@@H:15]([NH:21][C:22]([C:24]2[N:25]=[C:26]([C:34]3[CH:39]=[CH:38][CH:37]=[CH:36][CH:35]=3)[S:27][C:28]=2[CH2:29][CH2:30][C:31]([OH:33])=[O:32])=[O:23])[CH2:16][CH2:17][C:18]([OH:20])=[O:19])[CH2:10][CH2:9]1)=[O:7])[CH2:2][CH2:3][CH3:4]. (2) Given the reactants Cl[C:2]1[CH:7]=[C:6]([O:8][CH:9]2[CH2:14][CH2:13][O:12][CH2:11][CH2:10]2)[CH:5]=[CH:4][N:3]=1.Cl.Cl.[NH:17]1[CH2:20][CH:19]([C:21]2[NH:25][C:24]3[CH:26]=[CH:27][C:28]([Cl:30])=[CH:29][C:23]=3[N:22]=2)[CH2:18]1.C(=O)([O-])[O-].[Cs+].[Cs+].[Cl-].[NH4+], predict the reaction product. The product is: [Cl:30][C:28]1[CH:27]=[CH:26][C:24]2[NH:25][C:21]([CH:19]3[CH2:18][N:17]([C:2]4[CH:7]=[C:6]([O:8][CH:9]5[CH2:14][CH2:13][O:12][CH2:11][CH2:10]5)[CH:5]=[CH:4][N:3]=4)[CH2:20]3)=[N:22][C:23]=2[CH:29]=1. (3) Given the reactants [NH2:1][CH:2]1[CH2:7][CH2:6][N:5]([CH2:8][C@H:9]2[N:19]3[C:20]4[N:11]([C:12](=[O:22])[CH:13]=[CH:14][C:15]=4[N:16]=[CH:17][C:18]3=[O:21])[CH2:10]2)[CH2:4][CH2:3]1.S1C2C=C(C=O)N=CC=2OC1.C(O[BH-](OC(=O)C)OC(=O)C)(=O)C.[Na+], predict the reaction product. The product is: [NH2:1][CH:2]1[CH2:7][CH2:6][N:5]([CH2:8][C@@H:9]2[N:19]3[C:20]4[N:11]([C:12](=[O:22])[CH:13]=[CH:14][C:15]=4[N:16]=[CH:17][C:18]3=[O:21])[CH2:10]2)[CH2:4][CH2:3]1.